Dataset: Full USPTO retrosynthesis dataset with 1.9M reactions from patents (1976-2016). Task: Predict the reactants needed to synthesize the given product. (1) Given the product [ClH:31].[Cl:32][C:27]1[CH:26]=[C:25]([C@H:20]2[C:19]3[CH:33]=[CH:34][CH:35]=[CH:36][C:18]=3[C:17]3[N:16]=[C:15]([NH:14][C:11]4[CH:12]=[CH:13][C:8]([CH2:7][CH2:6][N:41]5[CH2:42][CH2:43][N:38]([CH3:37])[CH2:39][CH2:40]5)=[CH:9][CH:10]=4)[N:24]=[CH:23][C:22]=3[CH2:21]2)[CH:30]=[CH:29][C:28]=1[Cl:31], predict the reactants needed to synthesize it. The reactants are: CS(O[CH2:6][CH2:7][C:8]1[CH:13]=[CH:12][C:11]([NH:14][C:15]2[N:24]=[CH:23][C:22]3[CH2:21][C@@H:20]([C:25]4[CH:30]=[CH:29][C:28]([Cl:31])=[C:27]([Cl:32])[CH:26]=4)[C:19]4[CH:33]=[CH:34][CH:35]=[CH:36][C:18]=4[C:17]=3[N:16]=2)=[CH:10][CH:9]=1)(=O)=O.[CH3:37][N:38]1[CH2:43][CH2:42][NH:41][CH2:40][CH2:39]1. (2) Given the product [F:1][C:2]1[C:9]([O:10][CH3:11])=[CH:8][C:5]([C:6]#[N:7])=[CH:4][C:3]=1[C:12](=[O:13])[C:14]1[CH:19]=[CH:18][CH:17]=[C:16]([F:20])[CH:15]=1, predict the reactants needed to synthesize it. The reactants are: [F:1][C:2]1[C:9]([O:10][CH3:11])=[CH:8][C:5]([C:6]#[N:7])=[CH:4][C:3]=1[CH:12]([C:14]1[CH:19]=[CH:18][CH:17]=[C:16]([F:20])[CH:15]=1)[OH:13]. (3) Given the product [CH:18]1[CH:19]=[CH:20][C:21]2[C:22]([C:23]([OH:27])=[C:14]([C@@H:11]3[CH2:10][CH2:9][C@@H:8]([C:5]4[CH:4]=[CH:3][C:2]([Cl:1])=[CH:7][CH:6]=4)[CH2:13][CH2:12]3)[C:15](=[O:26])[C:16]=2[CH:17]=1)=[O:25], predict the reactants needed to synthesize it. The reactants are: [Cl:1][C:2]1[CH:7]=[CH:6][C:5]([C@H:8]2[CH2:13][CH2:12][C@H:11]([C:14]3[C:15](=[O:26])[C:16]4[C:21]([C:22](=[O:25])[C:23]=3Cl)=[CH:20][CH:19]=[CH:18][CH:17]=4)[CH2:10][CH2:9]2)=[CH:4][CH:3]=1.[OH-:27].[Na+]. (4) Given the product [NH2:15][C:9]1[N:8]=[C:7]([O:16][CH2:17][CH2:18][CH2:19][CH3:20])[N:6]=[C:5]2[C:10]=1[NH:11][C:12](=[O:13])[N:4]2[CH2:3][CH2:2][NH:1][S:29]([C:32]1[CH:33]=[C:34]([CH2:38][C:39]([O:41][CH3:42])=[O:40])[CH:35]=[CH:36][CH:37]=1)(=[O:31])=[O:30], predict the reactants needed to synthesize it. The reactants are: [NH2:1][CH2:2][CH2:3][N:4]1[C:12]([O:13]C)=[N:11][C:10]2[C:5]1=[N:6][C:7]([O:16][CH2:17][CH2:18][CH2:19][CH3:20])=[N:8][C:9]=2[NH2:15].C(N(CC)CC)C.Cl[S:29]([C:32]1[CH:33]=[C:34]([CH2:38][C:39]([O:41][CH3:42])=[O:40])[CH:35]=[CH:36][CH:37]=1)(=[O:31])=[O:30].